From a dataset of Full USPTO retrosynthesis dataset with 1.9M reactions from patents (1976-2016). Predict the reactants needed to synthesize the given product. (1) Given the product [CH3:20][C:15]1[C:14]([NH:13][C:5]([N:44]2[CH2:45][CH2:46][CH:41]([CH:40]3[S:39][CH2:38][CH2:37][NH:36][C:35]4[N:31]([CH3:30])[N:32]=[C:33]([C:47]5[CH:52]=[CH:51][CH:50]=[CH:49][N:48]=5)[C:34]3=4)[CH2:42][CH2:43]2)=[O:11])=[CH:19][CH:18]=[CH:17][N:16]=1, predict the reactants needed to synthesize it. The reactants are: ClC(Cl)(O[C:5](=[O:11])OC(Cl)(Cl)Cl)Cl.[NH2:13][C:14]1[C:15]([CH3:20])=[N:16][CH:17]=[CH:18][CH:19]=1.C(N(CC)CC)C.Cl.Cl.[CH3:30][N:31]1[C:35]2[NH:36][CH2:37][CH2:38][S:39][CH:40]([CH:41]3[CH2:46][CH2:45][NH:44][CH2:43][CH2:42]3)[C:34]=2[C:33]([C:47]2[CH:52]=[CH:51][CH:50]=[CH:49][N:48]=2)=[N:32]1. (2) The reactants are: [CH3:1][O:2][CH:3]1[CH2:7][CH2:6][NH:5][CH2:4]1.BrC1C=CC=CC=1Br.COC1CCN([C:23]2[CH:24]=[C:25]([S:29]([Cl:32])(=[O:31])=[O:30])[CH:26]=[CH:27][CH:28]=2)C1. Given the product [CH3:1][O:2][CH:3]1[CH2:7][CH2:6][N:5]([C:24]2[CH:23]=[CH:28][CH:27]=[CH:26][C:25]=2[S:29]([Cl:32])(=[O:31])=[O:30])[CH2:4]1, predict the reactants needed to synthesize it. (3) Given the product [F:44][C:38]1[CH:37]=[C:36]([C:34]([CH3:35])=[CH:33][N:5]2[C:6]3[C:11](=[CH:10][C:9]([CH3:15])=[CH:8][CH:7]=3)[C:12]3[CH2:13][CH2:14][N:2]([CH3:1])[CH2:3][C:4]2=3)[CH:41]=[CH:40][C:39]=1[O:42][CH3:43], predict the reactants needed to synthesize it. The reactants are: [CH3:1][N:2]1[CH2:14][CH2:13][C:12]2[C:11]3[C:6](=[CH:7][CH:8]=[C:9]([CH3:15])[CH:10]=3)[NH:5][C:4]=2[CH2:3]1.N1CCC[C@H]1C(O)=O.[O-]P([O-])([O-])=O.[K+].[K+].[K+].Br[CH:33]=[C:34]([C:36]1[CH:41]=[CH:40][C:39]([O:42][CH3:43])=[C:38]([F:44])[CH:37]=1)[CH3:35]. (4) Given the product [C:1]([CH:5]([N:12]([C:33](=[O:34])[C:32]1[CH:31]=[CH:27][CH:26]=[N:25][C:35]=1[O:36][CH3:39])[NH:13][C:14](=[O:23])[C:15]1[CH:20]=[CH:19][C:18]([CH2:21][CH3:22])=[CH:17][CH:16]=1)[CH2:6][CH2:7][CH2:8][CH2:9][CH2:10][CH3:11])([CH3:2])([CH3:3])[CH3:4], predict the reactants needed to synthesize it. The reactants are: [C:1]([CH:5]([NH:12][NH:13][C:14](=[O:23])[C:15]1[CH:20]=[CH:19][C:18]([CH2:21][CH3:22])=[CH:17][CH:16]=1)[CH2:6][CH2:7][CH2:8][CH2:9][CH2:10][CH3:11])([CH3:4])([CH3:3])[CH3:2].C[N:25]1CCO[CH2:27][CH2:26]1.[CH2:31](O)[C:32](N)([CH2:35][OH:36])[CH2:33][OH:34].[CH2:39](Cl)Cl. (5) Given the product [Cl:1][C:2]1[CH:7]=[C:6]([Cl:8])[CH:5]=[CH:4][C:3]=1[O:9][CH:14]1[CH2:18][CH2:19][O:17][C:15]1=[O:16], predict the reactants needed to synthesize it. The reactants are: [Cl:1][C:2]1[CH:7]=[C:6]([Cl:8])[CH:5]=[CH:4][C:3]=1[OH:9].[H-].[Na+].C([C:14]1(Br)[CH:18]([CH3:19])[O:17][C:15]1=[O:16])C. (6) Given the product [CH2:9]([O:1][CH2:6][CH2:5][CH2:4][C:3]([OH:7])=[O:8])[C:10]1[CH:15]=[CH:14][CH:13]=[CH:12][CH:11]=1, predict the reactants needed to synthesize it. The reactants are: [OH-:1].[K+].[C:3]1(=[O:8])[O:7][CH2:6][CH2:5][CH2:4]1.[CH2:9](Br)[C:10]1[CH:15]=[CH:14][CH:13]=[CH:12][CH:11]=1.O.